Dataset: Forward reaction prediction with 1.9M reactions from USPTO patents (1976-2016). Task: Predict the product of the given reaction. (1) Given the reactants [F:1][C:2]1[CH:7]=[CH:6][C:5]([C:8]2[O:9][C:10]3[C:16]([C:17]([OH:19])=O)=[CH:15][CH:14]=[CH:13][C:11]=3[N:12]=2)=[CH:4][CH:3]=1.C1CCC(N=C=NC2CCCCC2)CC1.Cl.Cl.[NH2:37][CH:38]1[CH:43]2[CH2:44][CH2:45][N:40]([CH2:41][CH2:42]2)[CH2:39]1.C(N(CC)CC)C, predict the reaction product. The product is: [N:40]12[CH2:45][CH2:44][CH:43]([CH2:42][CH2:41]1)[CH:38]([NH:37][C:17]([C:16]1[C:10]3[O:9][C:8]([C:5]4[CH:4]=[CH:3][C:2]([F:1])=[CH:7][CH:6]=4)=[N:12][C:11]=3[CH:13]=[CH:14][CH:15]=1)=[O:19])[CH2:39]2. (2) Given the reactants [F:1][C:2]1[CH:10]=[CH:9][C:5]([C:6]([NH2:8])=[S:7])=[CH:4][CH:3]=1.[CH:11]1[C:16]([C:17]([CH2:19]Br)=O)=[CH:15][CH:14]=[C:13]([Br:21])[CH:12]=1, predict the reaction product. The product is: [F:1][C:2]1[CH:10]=[CH:9][C:5]([C:6]2[S:7][CH:19]=[C:17]([C:16]3[CH:15]=[CH:14][C:13]([Br:21])=[CH:12][CH:11]=3)[N:8]=2)=[CH:4][CH:3]=1. (3) The product is: [NH2:1][C:2]1[C:3]([C:25]([OH:28])=[O:26])=[N:4][C:5]([C:15]2[CH:20]=[CH:19][C:18](=[O:21])[N:17]([CH:22]([CH3:24])[CH3:23])[N:16]=2)=[C:6]([C:8]2[CH:13]=[CH:12][CH:11]=[CH:10][C:9]=2[Br:14])[N:7]=1. Given the reactants [NH2:1][C:2]1[C:3]([C:25](N)=[O:26])=[N:4][C:5]([C:15]2[CH:20]=[CH:19][C:18](=[O:21])[N:17]([CH:22]([CH3:24])[CH3:23])[N:16]=2)=[C:6]([C:8]2[CH:13]=[CH:12][CH:11]=[CH:10][C:9]=2[Br:14])[N:7]=1.[OH-:28].[Na+], predict the reaction product.